From a dataset of NCI-60 drug combinations with 297,098 pairs across 59 cell lines. Regression. Given two drug SMILES strings and cell line genomic features, predict the synergy score measuring deviation from expected non-interaction effect. (1) Drug 1: CC1CCC2CC(C(=CC=CC=CC(CC(C(=O)C(C(C(=CC(C(=O)CC(OC(=O)C3CCCCN3C(=O)C(=O)C1(O2)O)C(C)CC4CCC(C(C4)OC)O)C)C)O)OC)C)C)C)OC. Drug 2: CC1CCC2CC(C(=CC=CC=CC(CC(C(=O)C(C(C(=CC(C(=O)CC(OC(=O)C3CCCCN3C(=O)C(=O)C1(O2)O)C(C)CC4CCC(C(C4)OC)OCCO)C)C)O)OC)C)C)C)OC. Cell line: NCI-H226. Synergy scores: CSS=2.90, Synergy_ZIP=-0.143, Synergy_Bliss=2.01, Synergy_Loewe=1.14, Synergy_HSA=1.27. (2) Drug 1: C1=C(C(=O)NC(=O)N1)F. Drug 2: COCCOC1=C(C=C2C(=C1)C(=NC=N2)NC3=CC=CC(=C3)C#C)OCCOC.Cl. Cell line: MALME-3M. Synergy scores: CSS=39.4, Synergy_ZIP=7.09, Synergy_Bliss=7.53, Synergy_Loewe=8.36, Synergy_HSA=8.60. (3) Drug 1: CCC(=C(C1=CC=CC=C1)C2=CC=C(C=C2)OCCN(C)C)C3=CC=CC=C3.C(C(=O)O)C(CC(=O)O)(C(=O)O)O. Drug 2: CC1=C2C(C(=O)C3(C(CC4C(C3C(C(C2(C)C)(CC1OC(=O)C(C(C5=CC=CC=C5)NC(=O)C6=CC=CC=C6)O)O)OC(=O)C7=CC=CC=C7)(CO4)OC(=O)C)O)C)OC(=O)C. Cell line: KM12. Synergy scores: CSS=63.5, Synergy_ZIP=15.2, Synergy_Bliss=19.9, Synergy_Loewe=-1.14, Synergy_HSA=16.1.